This data is from Full USPTO retrosynthesis dataset with 1.9M reactions from patents (1976-2016). The task is: Predict the reactants needed to synthesize the given product. (1) The reactants are: [C:1]1([B:7]([OH:9])[OH:8])[CH:6]=[CH:5][CH:4]=[CH:3][CH:2]=1.B(O)O.[N+:13](C1C=C(B(O)O)C=CC=1)([O-:15])=[O:14]. Given the product [N+:13]([C:4]1[CH:5]=[CH:6][C:1]([B:7]([OH:9])[OH:8])=[CH:2][CH:3]=1)([O-:15])=[O:14], predict the reactants needed to synthesize it. (2) Given the product [F:21][C:18]1[CH:17]=[CH:16][C:15]([CH2:14][C:11]2[CH:12]=[C:13]3[C:8]([C:7]([OH:22])=[C:6]([C:23]([NH:25][CH2:26][CH2:27][CH2:28][N:29]4[CH2:30][CH2:31][O:32][CH2:33][CH2:34]4)=[O:24])[C:5](=[O:35])[N:4]3[CH2:3][CH2:2][NH:1][S:46]([CH3:45])(=[O:48])=[O:47])=[N:9][CH:10]=2)=[CH:20][CH:19]=1, predict the reactants needed to synthesize it. The reactants are: [NH2:1][CH2:2][CH2:3][N:4]1[C:13]2[C:8](=[N:9][CH:10]=[C:11]([CH2:14][C:15]3[CH:20]=[CH:19][C:18]([F:21])=[CH:17][CH:16]=3)[CH:12]=2)[C:7]([OH:22])=[C:6]([C:23]([NH:25][CH2:26][CH2:27][CH2:28][N:29]2[CH2:34][CH2:33][O:32][CH2:31][CH2:30]2)=[O:24])[C:5]1=[O:35].C(N(C(C)C)CC)(C)C.[CH3:45][S:46](Cl)(=[O:48])=[O:47].